This data is from Full USPTO retrosynthesis dataset with 1.9M reactions from patents (1976-2016). The task is: Predict the reactants needed to synthesize the given product. (1) Given the product [NH2:2][CH2:1][CH2:3][C:4]1([OH:17])[CH2:9][CH2:8][N:7]([C:10]([O:12][C:13]([CH3:15])([CH3:14])[CH3:16])=[O:11])[CH2:6][CH2:5]1, predict the reactants needed to synthesize it. The reactants are: [C:1]([CH2:3][C:4]1([OH:17])[CH2:9][CH2:8][N:7]([C:10]([O:12][C:13]([CH3:16])([CH3:15])[CH3:14])=[O:11])[CH2:6][CH2:5]1)#[N:2].[H][H]. (2) The reactants are: [BH3-][C:2]#[N:3].[Na+].[CH3:5][O:6][C:7]1[C:8](N)=[CH:9][C:10]2[CH:16]([CH3:17])[CH2:15][N:14]([C:18](=[O:23])[C:19]([F:22])([F:21])[F:20])[CH2:13][CH2:12][C:11]=2[N:24]=1.C=O.[C:28]([O-])([O-])=O.[K+].[K+]. Given the product [CH3:5][O:6][C:7]1[C:8]([N:3]([CH3:2])[CH3:28])=[CH:9][C:10]2[CH:16]([CH3:17])[CH2:15][N:14]([C:18](=[O:23])[C:19]([F:22])([F:21])[F:20])[CH2:13][CH2:12][C:11]=2[N:24]=1, predict the reactants needed to synthesize it. (3) Given the product [F:1][C:2]1[CH:7]=[C:6]([F:8])[CH:5]=[CH:4][C:3]=1[C:9]1[CH:10]=[C:11]([CH:19]=[C:20]([CH:22]([OH:27])[C:23]([F:26])([F:24])[F:25])[N:21]=1)[C:12]([OH:14])=[O:13], predict the reactants needed to synthesize it. The reactants are: [F:1][C:2]1[CH:7]=[C:6]([F:8])[CH:5]=[CH:4][C:3]=1[C:9]1[CH:10]=[C:11]([CH:19]=[C:20]([CH:22]([OH:27])[C:23]([F:26])([F:25])[F:24])[N:21]=1)[C:12]([O:14]C(C)(C)C)=[O:13].FC(F)(F)C(O)=O.